From a dataset of Full USPTO retrosynthesis dataset with 1.9M reactions from patents (1976-2016). Predict the reactants needed to synthesize the given product. The reactants are: [Cl:1][C:2]1[CH:38]=[CH:37][C:5]([CH2:6][C@H:7]([C:15]([N:17]2[CH2:22][CH2:21][CH:20]([N:23]([CH:31]3[CH2:36][CH2:35][CH2:34][CH2:33][CH2:32]3)[C:24](=[O:30])[CH:25]([CH2:28][CH3:29])[CH2:26][CH3:27])[CH2:19][CH2:18]2)=[O:16])[NH:8][CH:9]2[CH2:14][CH2:13][NH:12][CH2:11][CH2:10]2)=[CH:4][CH:3]=1.Cl. Given the product [ClH:1].[Cl:1][C:2]1[CH:38]=[CH:37][C:5]([CH2:6][C@H:7]([C:15]([N:17]2[CH2:18][CH2:19][CH:20]([N:23]([CH:31]3[CH2:32][CH2:33][CH2:34][CH2:35][CH2:36]3)[C:24](=[O:30])[CH:25]([CH2:28][CH3:29])[CH2:26][CH3:27])[CH2:21][CH2:22]2)=[O:16])[NH:8][CH:9]2[CH2:14][CH2:13][NH:12][CH2:11][CH2:10]2)=[CH:4][CH:3]=1, predict the reactants needed to synthesize it.